Dataset: Forward reaction prediction with 1.9M reactions from USPTO patents (1976-2016). Task: Predict the product of the given reaction. Given the reactants [CH:1]1([CH:4](C(=O)C)[C:5]#[N:6])[CH2:3][CH2:2]1.[CH3:10][NH:11][NH2:12].[CH2:13](O)[CH3:14], predict the reaction product. The product is: [CH:1]1([C:4]2[C:13]([CH3:14])=[N:12][N:11]([CH3:10])[C:5]=2[NH2:6])[CH2:2][CH2:3]1.